This data is from Full USPTO retrosynthesis dataset with 1.9M reactions from patents (1976-2016). The task is: Predict the reactants needed to synthesize the given product. (1) Given the product [CH2:1]([C:5]1[CH:6]=[CH:7][C:8]([N:9]=[N:13][C:28]2[CH:27]=[CH:26][C:24]([NH2:25])=[CH:23][C:22]=2[O:21][CH2:20][CH:19]([CH2:17][CH3:18])[CH2:29][CH2:30][CH2:31][CH3:32])=[CH:10][CH:11]=1)[CH2:2][CH2:3][CH3:4], predict the reactants needed to synthesize it. The reactants are: [CH2:1]([C:5]1[CH:11]=[CH:10][C:8]([NH2:9])=[CH:7][CH:6]=1)[CH2:2][CH2:3][CH3:4].Cl.[N:13]([O-])=O.[Na+].[CH2:17]([CH:19]([CH2:29][CH2:30][CH2:31][CH3:32])[CH2:20][O:21][C:22]1[CH:23]=[C:24]([CH:26]=[CH:27][CH:28]=1)[NH2:25])[CH3:18]. (2) Given the product [CH3:23][O:22][S:19]([O-:24])(=[O:21])=[O:20].[CH3:51][S+:33]([CH3:32])[C:34]1[CH:35]=[CH:36][C:37]([C:40](=[O:50])[C:41]([NH+:43]([CH2:48][CH3:47])[CH2:44][CH3:45])([CH3:49])[CH3:42])=[CH:38][CH:39]=1.[CH3:26][O:27][S:28]([O-:31])(=[O:30])=[O:29], predict the reactants needed to synthesize it. The reactants are: C(N(CC)C(C)(C)C(C1C=CC(SC)=CC=1)=O)C.[S:19]([O:24]C)([O:22][CH3:23])(=[O:21])=[O:20].[CH3:26][O:27][S:28]([O-:31])(=[O:30])=[O:29].[CH3:32][S+:33]([CH3:51])[C:34]1[CH:39]=[CH:38][C:37]([C:40](=[O:50])[C:41]([CH3:49])([NH+:43]2[CH2:48][CH2:47]O[CH2:45][CH2:44]2)[CH3:42])=[CH:36][CH:35]=1.COS([O-])(=O)=O.